From a dataset of Reaction yield outcomes from USPTO patents with 853,638 reactions. Predict the reaction yield, written as a fraction of the theoretical maximum amount of product (1.0 means a 100% yield; for example, 0.34 means a 34% yield). (1) The product is [Cl:3][C:4]1[CH:5]=[C:6]([O:10][C:12]2[CH:17]=[CH:16][C:15]([C:18]3[S:19][C:20]4[N:21]=[CH:22][N:23]=[CH:24][C:25]=4[N:26]=3)=[CH:14][C:13]=2[C:27]#[N:28])[CH:7]=[CH:8][CH:9]=1. The catalyst is CS(C)=O. The reactants are [H-].[Na+].[Cl:3][C:4]1[CH:5]=[C:6]([OH:10])[CH:7]=[CH:8][CH:9]=1.Cl[C:12]1[CH:17]=[CH:16][C:15]([C:18]2[S:19][C:20]3[N:21]=[CH:22][N:23]=[CH:24][C:25]=3[N:26]=2)=[CH:14][C:13]=1[C:27]#[N:28].O. The yield is 0.730. (2) The reactants are Br[CH:2]([C:14]1[CH:19]=[CH:18][CH:17]=[CH:16][CH:15]=1)[C:3]([O:5][C@H:6]([C:8]1[CH:13]=[CH:12][CH:11]=[CH:10][CH:9]=1)[CH3:7])=[O:4].C(N(CC)CC)C.[CH3:27][C:28]1([OH:34])[CH2:33][CH2:32][NH:31][CH2:30][CH2:29]1. The catalyst is C1COCC1.[I-].C([N+](CCCC)(CCCC)CCCC)CCC.C(OCC)(=O)C. The product is [OH:34][C:28]1([CH3:27])[CH2:33][CH2:32][N:31]([C@H:2]([C:14]2[CH:19]=[CH:18][CH:17]=[CH:16][CH:15]=2)[C:3]([O:5][C@H:6]([C:8]2[CH:13]=[CH:12][CH:11]=[CH:10][CH:9]=2)[CH3:7])=[O:4])[CH2:30][CH2:29]1. The yield is 0.600. (3) The yield is 0.940. The catalyst is CO.O. The product is [F:36][C:2]1([F:1])[O:6][C:5]2[CH:7]=[CH:8][C:9]([C:11]3([C:14]([NH:16][CH:17]4[C:33]5[C:28](=[CH:29][C:30]([O:34][CH3:35])=[CH:31][CH:32]=5)[O:27][C:19]5([CH2:22][CH:21]([C:23]([OH:25])=[O:24])[CH2:20]5)[CH2:18]4)=[O:15])[CH2:13][CH2:12]3)=[CH:10][C:4]=2[O:3]1. The reactants are [F:1][C:2]1([F:36])[O:6][C:5]2[CH:7]=[CH:8][C:9]([C:11]3([C:14]([NH:16][CH:17]4[C:33]5[C:28](=[CH:29][C:30]([O:34][CH3:35])=[CH:31][CH:32]=5)[O:27][C:19]5([CH2:22][CH:21]([C:23]([O:25]C)=[O:24])[CH2:20]5)[CH2:18]4)=[O:15])[CH2:13][CH2:12]3)=[CH:10][C:4]=2[O:3]1.[OH-].[Li+]. (4) The reactants are C1(P(C2C=CC=CC=2)C2C=CC=CC=2)C=CC=CC=1.BrN1C(=O)CCC1=O.[Br:28][C:29]1[CH:30]=[C:31]([CH:39]([CH2:43][CH:44]2[CH2:48][CH2:47][CH2:46][CH2:45]2)[C:40]([OH:42])=O)[CH:32]=[CH:33][C:34]=1[S:35]([CH3:38])(=[O:37])=[O:36].[NH2:49][C:50]1[CH:55]=[CH:54][CH:53]=[CH:52][N:51]=1. The catalyst is C(Cl)Cl. The product is [Br:28][C:29]1[CH:30]=[C:31]([CH:39]([CH2:43][CH:44]2[CH2:48][CH2:47][CH2:46][CH2:45]2)[C:40]([NH:49][C:50]2[CH:55]=[CH:54][CH:53]=[CH:52][N:51]=2)=[O:42])[CH:32]=[CH:33][C:34]=1[S:35]([CH3:38])(=[O:36])=[O:37]. The yield is 0.730. (5) The reactants are Cl[CH2:2][C:3]([N:5]1[C:14]2[C:9](=[CH:10][CH:11]=[CH:12][CH:13]=2)[CH2:8][CH2:7][CH2:6]1)=[O:4].[C:15]([C:19]1[N:20]=[C:21]([SH:24])[S:22][CH:23]=1)([CH3:18])([CH3:17])[CH3:16]. No catalyst specified. The product is [C:15]([C:19]1[N:20]=[C:21]([S:24][CH2:2][C:3]([N:5]2[C:14]3[C:9](=[CH:10][CH:11]=[CH:12][CH:13]=3)[CH2:8][CH2:7][CH2:6]2)=[O:4])[S:22][CH:23]=1)([CH3:18])([CH3:17])[CH3:16]. The yield is 0.370. (6) The reactants are [N+:1]([C:4]1[CH:5]=[CH:6][C:7]2[CH2:13][CH2:12][CH2:11][CH2:10][N:9]([C:14](=[O:16])[CH3:15])[C:8]=2[CH:17]=1)([O-])=O. The catalyst is CCO.[Pd]. The product is [NH2:1][C:4]1[CH:5]=[CH:6][C:7]2[CH2:13][CH2:12][CH2:11][CH2:10][N:9]([C:14](=[O:16])[CH3:15])[C:8]=2[CH:17]=1. The yield is 0.900.